Dataset: Catalyst prediction with 721,799 reactions and 888 catalyst types from USPTO. Task: Predict which catalyst facilitates the given reaction. (1) Reactant: [C:1]([Si:5]([CH3:38])([CH3:37])[O:6][C:7]1[CH:8]=[CH:9][C:10]2[C:11]3[CH:24]([CH2:25][C:26]([OH:28])=[O:27])[O:23][C:22]4[CH:21]=[C:20]([O:29][Si:30]([C:33]([CH3:36])([CH3:35])[CH3:34])([CH3:32])[CH3:31])[CH:19]=[CH:18][C:17]=4[C:12]=3[CH2:13][O:14][C:15]=2[CH:16]=1)([CH3:4])([CH3:3])[CH3:2].[CH3:39][N:40]([CH3:44])[CH2:41][CH2:42]O.CC(C)N=C=NC(C)C. Product: [CH3:39][N:40]([CH3:44])[CH2:41][CH2:42][O:27][C:26](=[O:28])[CH2:25][CH:24]1[C:11]2[C:10]3[CH:9]=[CH:8][C:7]([O:6][Si:5]([C:1]([CH3:2])([CH3:4])[CH3:3])([CH3:38])[CH3:37])=[CH:16][C:15]=3[O:14][CH2:13][C:12]=2[C:17]2[CH:18]=[CH:19][C:20]([O:29][Si:30]([C:33]([CH3:36])([CH3:35])[CH3:34])([CH3:31])[CH3:32])=[CH:21][C:22]=2[O:23]1. The catalyst class is: 79. (2) Reactant: [F:1][C:2]1[CH:3]=[C:4]([NH:8][C:9]2[N:17]=[CH:16][CH:15]=[CH:14][C:10]=2[C:11]([OH:13])=O)[CH:5]=[CH:6][CH:7]=1.CCN=C=NCCCN(C)C.C1C=CC2N(O)N=NC=2C=1.CCN(C(C)C)C(C)C.[CH3:48][C:49]([NH2:53])([C:51]#[CH:52])[CH3:50]. Product: [F:1][C:2]1[CH:3]=[C:4]([NH:8][C:9]2[N:17]=[CH:16][CH:15]=[CH:14][C:10]=2[C:11]([NH:53][C:49]([CH3:50])([C:51]#[CH:52])[CH3:48])=[O:13])[CH:5]=[CH:6][CH:7]=1. The catalyst class is: 2. (3) The catalyst class is: 8. Reactant: [S:1]1[C:5]2[CH:6]=[CH:7][CH:8]=[CH:9][C:4]=2[N:3]=[C:2]1[NH:10][CH:11]1[CH2:16][CH2:15][NH:14][CH2:13][CH2:12]1.[CH2:17]([O:19][C:20]1[CH:29]=[CH:28][C:27]2[C:22](=[CH:23][CH:24]=[CH:25][CH:26]=2)[C:21]=1[CH:30]=O)[CH3:18].C(N(C(C)C)CC)(C)C.C(O)(=O)C.C([BH3-])#N.[Na+]. Product: [S:1]1[C:5]2[CH:6]=[CH:7][CH:8]=[CH:9][C:4]=2[N:3]=[C:2]1[NH:10][CH:11]1[CH2:16][CH2:15][N:14]([CH2:30][C:21]2[C:22]3[C:27](=[CH:26][CH:25]=[CH:24][CH:23]=3)[CH:28]=[CH:29][C:20]=2[O:19][CH2:17][CH3:18])[CH2:13][CH2:12]1.